Dataset: Forward reaction prediction with 1.9M reactions from USPTO patents (1976-2016). Task: Predict the product of the given reaction. (1) Given the reactants C([NH:4][C:5]1[CH:10]=[CH:9][C:8]([C:11](=[O:17])[CH2:12][CH2:13][C:14]([OH:16])=[O:15])=[CH:7][CH:6]=1)(=O)C, predict the reaction product. The product is: [NH2:4][C:5]1[CH:6]=[CH:7][C:8]([C:11](=[O:17])[CH2:12][CH2:13][C:14]([OH:16])=[O:15])=[CH:9][CH:10]=1. (2) The product is: [CH:6]1([CH2:10][N:12]2[CH2:18][CH2:17][CH:16]3[CH2:19][N:20]([CH2:23][C:24]4[CH:25]=[CH:26][C:27]([F:30])=[CH:28][CH:29]=4)[CH2:21][CH2:22][N:15]3[C:14]3[N:31]=[CH:32][CH:33]=[CH:34][C:13]2=3)[CH2:9][CH2:8][CH2:7]1. Given the reactants CN(C)CC.[CH:6]1([C:10]([N:12]2[CH2:18][CH2:17][CH:16]3[CH2:19][N:20]([CH2:23][C:24]4[CH:29]=[CH:28][C:27]([F:30])=[CH:26][CH:25]=4)[CH2:21][CH2:22][N:15]3[C:14]3[N:31]=[CH:32][CH:33]=[CH:34][C:13]2=3)=O)[CH2:9][CH2:8][CH2:7]1, predict the reaction product. (3) Given the reactants [Cl:1][C:2]1[CH:3]=[C:4]([C@@H:8]2[C@@H:13]([C:14]3[CH:19]=[CH:18][C:17]([Cl:20])=[CH:16][CH:15]=3)[N:12]([C@@H:21]([CH2:24][CH3:25])[CH:22]=O)[C:11](=[O:26])[C@@H:10]([CH2:27][C:28]([O:30][C:31]([CH3:34])([CH3:33])[CH3:32])=[O:29])[CH2:9]2)[CH:5]=[CH:6][CH:7]=1.[NH:35]1[CH2:40][CH2:39][O:38][CH2:37][CH2:36]1.[Na], predict the reaction product. The product is: [Cl:1][C:2]1[CH:3]=[C:4]([C@@H:8]2[C@@H:13]([C:14]3[CH:15]=[CH:16][C:17]([Cl:20])=[CH:18][CH:19]=3)[N:12]([C@@H:21]([CH2:24][CH3:25])[CH2:22][N:35]3[CH2:40][CH2:39][O:38][CH2:37][CH2:36]3)[C:11](=[O:26])[C@@H:10]([CH2:27][C:28]([O:30][C:31]([CH3:32])([CH3:34])[CH3:33])=[O:29])[CH2:9]2)[CH:5]=[CH:6][CH:7]=1. (4) Given the reactants [F:1][C:2]1[CH:7]=[CH:6][C:5]([F:8])=[CH:4][C:3]=1[C@H:9]1[CH2:13][CH2:12][CH2:11][N:10]1[C:14]1[CH:19]=[CH:18][N:17]2[N:20]=[CH:21][C:22]([NH2:23])=[C:16]2[N:15]=1.C1N=CN([C:29](N2C=NC=C2)=[O:30])C=1.[CH:36]([N:39]1[CH2:44][CH2:43][NH:42][CH2:41][CH2:40]1)([CH3:38])[CH3:37], predict the reaction product. The product is: [F:1][C:2]1[CH:7]=[CH:6][C:5]([F:8])=[CH:4][C:3]=1[C@H:9]1[CH2:13][CH2:12][CH2:11][N:10]1[C:14]1[CH:19]=[CH:18][N:17]2[N:20]=[CH:21][C:22]([NH:23][C:29]([N:42]3[CH2:43][CH2:44][N:39]([CH:36]([CH3:38])[CH3:37])[CH2:40][CH2:41]3)=[O:30])=[C:16]2[N:15]=1. (5) Given the reactants [C:1]([O:5]C(=O)[NH:7][C:8]1[CH:13]=[C:12]([CH3:14])[C:11]([CH2:15][NH:16][C:17]([C:19]2[C:20]3[C:21]([CH3:32])=[CH:22][N:23]([CH:29]([CH3:31])[CH3:30])[C:24]=3[CH:25]=[C:26]([Br:28])[CH:27]=2)=[O:18])=[C:10]([O:33]C)[N:9]=1)(C)(C)C.[Si](I)(C)(C)C, predict the reaction product. The product is: [NH4+:7].[OH-:5].[CH3:1][OH:5].[NH2:7][C:8]1[NH:9][C:10](=[O:33])[C:11]([CH2:15][NH:16][C:17]([C:19]2[C:20]3[C:21]([CH3:32])=[CH:22][N:23]([CH:29]([CH3:30])[CH3:31])[C:24]=3[CH:25]=[C:26]([Br:28])[CH:27]=2)=[O:18])=[C:12]([CH3:14])[CH:13]=1. (6) Given the reactants [O:1]=[CH:2][CH2:3][C:4]1[CH:5]=[C:6]2[C:10](=[CH:11][CH:12]=1)[CH2:9][N:8]([C:13]([O:15][CH2:16][C:17]1[CH:22]=[CH:21][CH:20]=[CH:19][CH:18]=1)=[O:14])[CH2:7]2.CC(=C(C)C)C.O.P([O-])(O)(O)=[O:31].[Na+].Cl([O-])=O.[Na+], predict the reaction product. The product is: [CH2:16]([O:15][C:13]([N:8]1[CH2:7][C:6]2[C:10](=[CH:11][CH:12]=[C:4]([CH2:3][C:2]([OH:31])=[O:1])[CH:5]=2)[CH2:9]1)=[O:14])[C:17]1[CH:22]=[CH:21][CH:20]=[CH:19][CH:18]=1. (7) Given the reactants [C:1]([C:3](=[CH:8][C:9]([CH3:12])([CH3:11])[CH3:10])[C:4]([O:6][CH3:7])=[O:5])#[N:2], predict the reaction product. The product is: [C:1]([CH:3]([CH2:8][C:9]([CH3:12])([CH3:11])[CH3:10])[C:4]([O:6][CH3:7])=[O:5])#[N:2].